Task: Predict the reaction yield, written as a fraction of the theoretical maximum amount of product (1.0 means a 100% yield; for example, 0.34 means a 34% yield).. Dataset: Reaction yield outcomes from USPTO patents with 853,638 reactions The reactants are [NH2:1][C:2]1[CH:11]=[CH:10][CH:9]=[C:8]([O:12][CH3:13])[C:3]=1[C:4]([NH:6][CH3:7])=[O:5].[CH3:14][N:15]1[CH:19]=[C:18]([NH:20][C:21]2[CH:26]=[C:25](I)[C:24]([C:28]([F:31])([F:30])[F:29])=[CH:23][N:22]=2)[C:17]([CH3:32])=[N:16]1.CC1(C)C2C=CC=C(P(C3C=CC=CC=3)C3C=CC=CC=3)C=2OC2C1=CC=CC=2P(C1C=CC=CC=1)C1C=CC=CC=1.C(=O)([O-])[O-].[Cs+].[Cs+]. The catalyst is O1CCOCC1.C(Cl)Cl.C([O-])(=O)C.[Pd+2].C([O-])(=O)C. The product is [CH3:14][N:15]1[CH:19]=[C:18]([NH:20][C:21]2[CH:26]=[C:25]([NH:1][C:2]3[CH:11]=[CH:10][CH:9]=[C:8]([O:12][CH3:13])[C:3]=3[C:4]([NH:6][CH3:7])=[O:5])[C:24]([C:28]([F:30])([F:29])[F:31])=[CH:23][N:22]=2)[C:17]([CH3:32])=[N:16]1. The yield is 0.525.